Dataset: Full USPTO retrosynthesis dataset with 1.9M reactions from patents (1976-2016). Task: Predict the reactants needed to synthesize the given product. (1) Given the product [C:4]([O:16][C:15]([N:2]1[CH2:5][CH:4]([C:6](=[O:7])[C:8]2[CH:13]=[CH:12][C:11]([Cl:14])=[CH:10][CH:9]=2)[CH2:3]1)=[O:18])([CH3:6])([CH3:5])[CH3:3], predict the reactants needed to synthesize it. The reactants are: Cl.[NH:2]1[CH2:5][CH:4]([C:6]([C:8]2[CH:13]=[CH:12][C:11]([Cl:14])=[CH:10][CH:9]=2)=[O:7])[CH2:3]1.[C:15](=[O:18])(O)[O-:16].[Na+].O. (2) Given the product [CH2:1]([O:8][C:9]1[CH:14]=[CH:13][N:12]([CH2:18][C:19]2[CH:24]=[N:23][C:22]([F:25])=[CH:21][CH:20]=2)[C:11](=[O:15])[C:10]=1[Br:16])[C:2]1[CH:3]=[CH:4][CH:5]=[CH:6][CH:7]=1, predict the reactants needed to synthesize it. The reactants are: [CH2:1]([O:8][C:9]1[CH:14]=[CH:13][NH:12][C:11](=[O:15])[C:10]=1[Br:16])[C:2]1[CH:7]=[CH:6][CH:5]=[CH:4][CH:3]=1.Br[CH2:18][C:19]1[CH:20]=[CH:21][C:22]([F:25])=[N:23][CH:24]=1.C(=O)([O-])[O-].